From a dataset of Full USPTO retrosynthesis dataset with 1.9M reactions from patents (1976-2016). Predict the reactants needed to synthesize the given product. (1) Given the product [CH3:1][O:2][C:3]([C:5]1[C:13]([NH:14][C:15]2[CH:20]=[CH:19][C:18]([Br:21])=[CH:17][C:16]=2[Cl:22])=[C:12]([F:23])[C:8]2[N:9]=[CH:10][N:11]([CH2:25][CH:26]3[CH2:31][CH2:30][CH2:29][CH2:28][O:27]3)[C:7]=2[CH:6]=1)=[O:4], predict the reactants needed to synthesize it. The reactants are: [CH3:1][O:2][C:3]([C:5]1[C:13]([NH:14][C:15]2[CH:20]=[CH:19][C:18]([Br:21])=[CH:17][C:16]=2[Cl:22])=[C:12]([F:23])[C:8]2[N:9]=[CH:10][NH:11][C:7]=2[CH:6]=1)=[O:4].Br[CH2:25][CH:26]1[CH2:31][CH2:30][CH2:29][CH2:28][O:27]1.C(=O)([O-])[O-].[K+].[K+]. (2) Given the product [F:8][C:9]1[C:18]([CH2:19][C:20]2[N:24]3[N:25]=[C:26](/[C:29](=[N:1]/[N:2]4[CH2:6][CH2:5][O:4][C:3]4=[O:7])/[CH3:30])[CH:27]=[CH:28][C:23]3=[N:22][N:21]=2)=[C:17]([F:32])[CH:16]=[C:15]2[C:10]=1[CH:11]=[CH:12][CH:13]=[N:14]2, predict the reactants needed to synthesize it. The reactants are: [NH2:1][N:2]1[CH2:6][CH2:5][O:4][C:3]1=[O:7].[F:8][C:9]1[C:18]([CH2:19][C:20]2[N:24]3[N:25]=[C:26]([C:29](=O)[CH3:30])[CH:27]=[CH:28][C:23]3=[N:22][N:21]=2)=[C:17]([F:32])[CH:16]=[C:15]2[C:10]=1[CH:11]=[CH:12][CH:13]=[N:14]2.